This data is from Experimental lipophilicity measurements (octanol/water distribution) for 4,200 compounds from AstraZeneca. The task is: Regression/Classification. Given a drug SMILES string, predict its absorption, distribution, metabolism, or excretion properties. Task type varies by dataset: regression for continuous measurements (e.g., permeability, clearance, half-life) or binary classification for categorical outcomes (e.g., BBB penetration, CYP inhibition). For this dataset (lipophilicity_astrazeneca), we predict Y. (1) The molecule is C=CC12CCN(CC1)C(C(O)c1ccnc3ccc(OC)cc13)C2. The Y is 2.08 logD. (2) The molecule is Cc1cc2c(C(C)C)c(O)c(O)c(C=O)c2c(O)c1-c1c(C)cc2c(C(C)C)c(O)c(O)c(C=O)c2c1O. The Y is 2.75 logD. (3) The molecule is N#Cc1c(-c2ccc(-c3ccccc3CN3CCOCC3)cc2)nc2ccncc2c1O. The Y is 2.00 logD.